The task is: Predict the reactants needed to synthesize the given product.. This data is from Full USPTO retrosynthesis dataset with 1.9M reactions from patents (1976-2016). (1) The reactants are: [C:1]([O:5][C:6](=[O:20])[C:7]([S:10][C:11]1[S:12][CH:13]=[C:14]([CH2:16][C:17]([OH:19])=O)[N:15]=1)([CH3:9])[CH3:8])([CH3:4])([CH3:3])[CH3:2].[CH2:21]([NH2:28])[CH2:22][CH2:23][CH2:24][CH2:25][CH2:26][CH3:27].CN(C)CCCN=C=NCC.OC1C2N=NNC=2C=CC=1. Given the product [C:1]([O:5][C:6](=[O:20])[C:7]([S:10][C:11]1[S:12][CH:13]=[C:14]([CH2:16][C:17]([NH:28][CH2:21][CH2:22][CH2:23][CH2:24][CH2:25][CH2:26][CH3:27])=[O:19])[N:15]=1)([CH3:8])[CH3:9])([CH3:2])([CH3:3])[CH3:4], predict the reactants needed to synthesize it. (2) Given the product [CH3:41][O:42][C:43](=[O:47])[CH2:44][CH2:45][NH:46][C:11]([NH:12][C:13]1[CH:18]=[C:17]([Cl:19])[CH:16]=[CH:15][C:14]=1[O:20][CH2:21][C:22]([N:24]1[CH2:29][CH2:28][N:27]([CH2:30][C:31]2[CH:36]=[CH:35][C:34]([F:37])=[CH:33][CH:32]=2)[CH2:26][C@H:25]1[CH3:38])=[O:23])=[O:39], predict the reactants needed to synthesize it. The reactants are: [N+](C1C=CC(O[C:11](=[O:39])[NH:12][C:13]2[CH:18]=[C:17]([Cl:19])[CH:16]=[CH:15][C:14]=2[O:20][CH2:21][C:22]([N:24]2[CH2:29][CH2:28][N:27]([CH2:30][C:31]3[CH:36]=[CH:35][C:34]([F:37])=[CH:33][CH:32]=3)[CH2:26][C@H:25]2[CH3:38])=[O:23])=CC=1)([O-])=O.Cl.[CH3:41][O:42][C:43](=[O:47])[CH2:44][CH2:45][NH2:46].C(N(CC)CC)C.